This data is from Forward reaction prediction with 1.9M reactions from USPTO patents (1976-2016). The task is: Predict the product of the given reaction. Given the reactants [CH2:1]([N:8]1[CH2:13][CH2:12][C:11](=[O:14])[CH:10]([CH3:15])[CH2:9]1)[C:2]1[CH:7]=[CH:6][CH:5]=[CH:4][CH:3]=1.P(=O)(O)(O)O.[BH4-].[Na+], predict the reaction product. The product is: [CH2:1]([N:8]1[CH2:13][CH2:12][C@@H:11]([OH:14])[C@H:10]([CH3:15])[CH2:9]1)[C:2]1[CH:3]=[CH:4][CH:5]=[CH:6][CH:7]=1.